From a dataset of Experimentally validated miRNA-target interactions with 360,000+ pairs, plus equal number of negative samples. Binary Classification. Given a miRNA mature sequence and a target amino acid sequence, predict their likelihood of interaction. The miRNA is hsa-miR-455-3p with sequence GCAGUCCAUGGGCAUAUACAC. The protein sequence of the target gene is MCCAVSEQRLTCADQMMPFGKISQQLCGVKKLPWSCDSRYFWGWLNAVFNKVDYDRIRDVGPDRAASEWLLRCGAMVRYHGQERWQKDYNHLPTGPLDKYKIQAIDATDSCIMSIGFDHMEGLEHVEKIRLCKCHYIEDDCLLRLSQLENLQKTILEMEIISCGNITDKGIIALRHLRNLKYLLLSDLPGVREKENLVQAFKTALPSLELKLQLK. Result: 1 (interaction).